From a dataset of Reaction yield outcomes from USPTO patents with 853,638 reactions. Predict the reaction yield, written as a fraction of the theoretical maximum amount of product (1.0 means a 100% yield; for example, 0.34 means a 34% yield). (1) The catalyst is O1CCCC1. The product is [Br:13][C:14]1[CH:19]=[CH:18][CH:17]=[C:16]([F:20])[C:15]=1[CH:23]=[O:24]. The yield is 0.730. The reactants are C(NC(C)C)(C)C.C([Li])CCC.[Br:13][C:14]1[CH:19]=[CH:18][CH:17]=[C:16]([F:20])[CH:15]=1.CN(C)[CH:23]=[O:24]. (2) The reactants are Cl[C:2]1[N:3]=[C:4]([O:11][C:12]2[C:19]([CH3:20])=[CH:18][C:15]([C:16]#[N:17])=[CH:14][C:13]=2[CH3:21])[C:5]2[S:10][CH:9]=[CH:8][C:6]=2[N:7]=1.C(O)(C(F)(F)F)=O.[NH2:29][C:30]1[CH:37]=[CH:36][C:33]([C:34]#[N:35])=[CH:32][CH:31]=1. The catalyst is C(OCC)(=O)C. The product is [C:34]([C:33]1[CH:36]=[CH:37][C:30]([NH:29][C:2]2[N:3]=[C:4]([O:11][C:12]3[C:19]([CH3:20])=[CH:18][C:15]([C:16]#[N:17])=[CH:14][C:13]=3[CH3:21])[C:5]3[S:10][CH:9]=[CH:8][C:6]=3[N:7]=2)=[CH:31][CH:32]=1)#[N:35]. The yield is 0.340. (3) The reactants are C(=O)([O-])[O-].[K+].[K+].[CH2:7]([O:14][C:15]([NH:17][CH2:18][CH2:19][CH2:20][CH2:21][C:22]1[CH:27]=[CH:26][C:25]([OH:28])=[CH:24][CH:23]=1)=[O:16])[C:8]1[CH:13]=[CH:12][CH:11]=[CH:10][CH:9]=1.[CH3:29][O:30][C:31](=[O:44])[CH:32]([NH:36][C:37]([O:39][C:40]([CH3:43])([CH3:42])[CH3:41])=[O:38])[CH2:33][CH2:34]Br. The catalyst is CN(C=O)C.C(OCC)(=O)C. The product is [CH3:29][O:30][C:31](=[O:44])[CH:32]([NH:36][C:37]([O:39][C:40]([CH3:43])([CH3:42])[CH3:41])=[O:38])[CH2:33][CH2:34][O:28][C:25]1[CH:26]=[CH:27][C:22]([CH2:21][CH2:20][CH2:19][CH2:18][NH:17][C:15]([O:14][CH2:7][C:8]2[CH:9]=[CH:10][CH:11]=[CH:12][CH:13]=2)=[O:16])=[CH:23][CH:24]=1. The yield is 0.830. (4) The reactants are [CH3:1][N:2]1[CH:7]=[C:6](B2OC(C)(C)C(C)(C)O2)[CH:5]=[C:4]([NH:17][C:18]2[CH:23]=[CH:22][N:21]=[C:20]([CH3:24])[N:19]=2)[C:3]1=[O:25].Cl[C:27]1[CH:32]=[CH:31][N:30]=[C:29]([N:33]2[CH2:44][CH2:43][N:42]3[C:35](=[CH:36][C:37]4[CH2:38][C:39]([CH3:46])([CH3:45])[CH2:40][C:41]=43)[C:34]2=[O:47])[C:28]=1[CH:48]=[O:49].[O-]P([O-])([O-])=O.[K+].[K+].[K+].C([O-])(=O)C.[Na+]. The catalyst is C1C=CC(P(C2C=CC=CC=2)[C-]2C=CC=C2)=CC=1.C1C=CC(P(C2C=CC=CC=2)[C-]2C=CC=C2)=CC=1.Cl[Pd]Cl.[Fe+2].O.C(#N)C. The product is [CH3:1][N:2]1[C:3](=[O:25])[C:4]([NH:17][C:18]2[CH:23]=[CH:22][N:21]=[C:20]([CH3:24])[N:19]=2)=[CH:5][C:6]([C:27]2[C:28]([CH:48]=[O:49])=[C:29]([N:33]3[CH2:44][CH2:43][N:42]4[C:35](=[CH:36][C:37]5[CH2:38][C:39]([CH3:45])([CH3:46])[CH2:40][C:41]=54)[C:34]3=[O:47])[N:30]=[CH:31][CH:32]=2)=[CH:7]1. The yield is 0.570.